From a dataset of Full USPTO retrosynthesis dataset with 1.9M reactions from patents (1976-2016). Predict the reactants needed to synthesize the given product. (1) Given the product [Cl:1][C:2]1[CH:10]=[CH:9][CH:8]=[C:7]([F:11])[C:3]=1[C:4]([NH:18][CH2:17][CH:16]([C:19]1[CH:20]=[N:21][C:22]([C:25]([F:28])([F:26])[F:27])=[CH:23][CH:24]=1)[CH2:15][CH:12]1[CH2:13][CH2:14]1)=[O:6], predict the reactants needed to synthesize it. The reactants are: [Cl:1][C:2]1[CH:10]=[CH:9][CH:8]=[C:7]([F:11])[C:3]=1[C:4]([OH:6])=O.[CH:12]1([CH2:15][CH:16]([C:19]2[CH:20]=[N:21][C:22]([C:25]([F:28])([F:27])[F:26])=[CH:23][CH:24]=2)[CH2:17][NH2:18])[CH2:14][CH2:13]1. (2) Given the product [Si:1]([O:8][C@H:9]1[CH2:18][C:17]2([CH2:19][CH2:20]2)[CH2:16][C:15]2[N:14]=[C:13]([CH:21]3[CH2:25][CH2:24][CH2:23][CH2:22]3)[C:12]([C@@H:26]([F:50])[C:28]3[CH:29]=[CH:30][C:31]([C:34]([F:35])([F:36])[F:37])=[CH:32][CH:33]=3)=[C:11]([CH:38]3[CH2:43][CH2:42][CH2:41][CH2:40][CH2:39]3)[C:10]1=2)([C:4]([CH3:7])([CH3:5])[CH3:6])([CH3:2])[CH3:3], predict the reactants needed to synthesize it. The reactants are: [Si:1]([O:8][C@H:9]1[CH2:18][C:17]2([CH2:20][CH2:19]2)[CH2:16][C:15]2[N:14]=[C:13]([CH:21]3[CH2:25][CH2:24][CH2:23][CH2:22]3)[C:12]([C@H:26]([C:28]3[CH:33]=[CH:32][C:31]([C:34]([F:37])([F:36])[F:35])=[CH:30][CH:29]=3)O)=[C:11]([CH:38]3[CH2:43][CH2:42][CH2:41][CH2:40][CH2:39]3)[C:10]1=2)([C:4]([CH3:7])([CH3:6])[CH3:5])([CH3:3])[CH3:2].C(N(S(F)(F)[F:50])CC)C.